This data is from Full USPTO retrosynthesis dataset with 1.9M reactions from patents (1976-2016). The task is: Predict the reactants needed to synthesize the given product. Given the product [C:22]1([Si:28]([O:35][CH2:36][CH2:37][CH2:2][CH3:3])([O:29][CH2:30][CH2:31][CH2:6][CH3:8])[O:32][CH2:33][CH2:34][CH2:9][CH3:10])[CH:23]=[CH:24][CH:25]=[CH:26][CH:27]=1, predict the reactants needed to synthesize it. The reactants are: C[CH:2](O)[CH3:3].C[C:6]([CH3:8])=O.[CH3:9][CH2:10]O[Si](OCC)(OCC)OCC.[C:22]1([Si:28]([O:35][CH2:36][CH3:37])([O:32][CH2:33][CH3:34])[O:29][CH2:30][CH3:31])[CH:27]=[CH:26][CH:25]=[CH:24][CH:23]=1.C(O)CCC.C(O)C.